Dataset: Reaction yield outcomes from USPTO patents with 853,638 reactions. Task: Predict the reaction yield, written as a fraction of the theoretical maximum amount of product (1.0 means a 100% yield; for example, 0.34 means a 34% yield). (1) The reactants are CCN=C=NCCCN(C)C.Cl.[F:13][C:14]1[CH:22]=[C:21]([F:23])[CH:20]=[CH:19][C:15]=1[C:16]([OH:18])=O.Cl.[F:25][CH2:26][C:27]([NH2:30])([CH3:29])[CH3:28].C1C=CC2N(O)N=NC=2C=1.C(N(CC)CC)C. The catalyst is C(Cl)Cl. The product is [F:25][CH2:26][C:27]([NH:30][C:16](=[O:18])[C:15]1[CH:19]=[CH:20][C:21]([F:23])=[CH:22][C:14]=1[F:13])([CH3:29])[CH3:28]. The yield is 0.440. (2) The reactants are [Cl:1][C:2]1[CH:3]=[C:4]([C:9]2[CH:10]=[C:11]([C@:15]3(C)[CH2:20][C:19](=[O:21])[N:18]([CH3:22])[C:17](=[N:23]C(=O)OC(C)(C)C)[NH:16]3)[CH:12]=[CH:13][CH:14]=2)[C:5]([OH:8])=[CH:6][CH:7]=1.[C:32](O)([C:34](F)(F)F)=O.C(Cl)Cl. No catalyst specified. The product is [Cl:1][C:2]1[CH:3]=[C:4]([C:9]2[CH:10]=[C:11]([C@@:15]3([CH2:32][CH3:34])[NH:16][C:17](=[NH:23])[N:18]([CH3:22])[C:19](=[O:21])[CH2:20]3)[CH:12]=[CH:13][CH:14]=2)[C:5]([OH:8])=[CH:6][CH:7]=1. The yield is 0.600. (3) The reactants are [Cl:1][C:2]1[S:6][C:5]([S:7]([N:10]([CH2:17][CH3:18])[C:11]2([C:14]([OH:16])=O)[CH2:13][CH2:12]2)(=[O:9])=[O:8])=[CH:4][CH:3]=1.CCOC(OC(OCC)=O)=O.[F:30][C:31]([F:47])([F:46])[C:32]1[CH:37]=[CH:36][C:35]([C:38]2[CH:43]=[C:42]([CH2:44][NH2:45])[CH:41]=[CH:40][N:39]=2)=[CH:34][CH:33]=1. The catalyst is C1COCC1. The product is [Cl:1][C:2]1[S:6][C:5]([S:7]([N:10]([CH2:17][CH3:18])[C:11]2([C:14]([NH:45][CH2:44][C:42]3[CH:41]=[CH:40][N:39]=[C:38]([C:35]4[CH:36]=[CH:37][C:32]([C:31]([F:47])([F:30])[F:46])=[CH:33][CH:34]=4)[CH:43]=3)=[O:16])[CH2:12][CH2:13]2)(=[O:8])=[O:9])=[CH:4][CH:3]=1. The yield is 0.180. (4) The product is [CH2:23]([N:30]1[CH:2]=[C:1]([C:3]2[S:4][C:5]([C:9]([O:11][CH2:12][CH3:13])=[O:10])=[C:6]([CH3:8])[N:7]=2)[N:32]=[N:31]1)[C:24]1[CH:29]=[CH:28][CH:27]=[CH:26][CH:25]=1. The reactants are [C:1]([C:3]1[S:4][C:5]([C:9]([O:11][CH2:12][CH3:13])=[O:10])=[C:6]([CH3:8])[N:7]=1)#[CH:2].C(N(CC)C(C)C)(C)C.[CH2:23]([N:30]=[N+:31]=[N-:32])[C:24]1[CH:29]=[CH:28][CH:27]=[CH:26][CH:25]=1. The catalyst is O1CCCC1.[Cu]I. The yield is 0.980. (5) The reactants are C(O[C:5]1[CH:15]=[CH:14][CH:13]=[CH:12]C=1OCCCN)(C)C.[CH:16]([O:19][C:20]1[CH:40]=[CH:39][CH:38]=[CH:37][C:21]=1[O:22][CH2:23][CH2:24][CH2:25][N:26]1[C:34](=O)[C:33]2[C:28](=[CH:29][CH:30]=[CH:31][CH:32]=2)C1=O)([CH3:18])[CH3:17].[NH2:41]N.C[CH2:44][OH:45]. No catalyst specified. The product is [CH:16]([O:19][C:20]1[CH:40]=[CH:39][CH:38]=[CH:37][C:21]=1[O:22][CH2:23][CH2:24][CH2:25][NH:26][CH2:34][C:33]1[CH:32]=[C:31]([C:44]([N:41]2[CH2:12][CH2:13][CH2:14][CH2:15][CH2:5]2)=[O:45])[CH:30]=[CH:29][CH:28]=1)([CH3:17])[CH3:18]. The yield is 0.450. (6) No catalyst specified. The reactants are [CH3:1][C:2]1[CH:11]=[CH:10][C:9]2[C:4](=[CH:5][CH:6]=[CH:7][C:8]=2[N:12]2[CH2:17][CH2:16][N:15]([CH2:18][CH2:19][C:20]3[CH:21]=[C:22]([CH:24]=[CH:25][CH:26]=3)[NH2:23])[CH2:14][CH2:13]2)[N:3]=1.[CH3:27][O:28][CH2:29][C:30](Cl)=[O:31]. The yield is 0.620. The product is [CH3:27][O:28][CH2:29][C:30]([NH:23][C:22]1[CH:24]=[CH:25][CH:26]=[C:20]([CH2:19][CH2:18][N:15]2[CH2:14][CH2:13][N:12]([C:8]3[CH:7]=[CH:6][CH:5]=[C:4]4[C:9]=3[CH:10]=[CH:11][C:2]([CH3:1])=[N:3]4)[CH2:17][CH2:16]2)[CH:21]=1)=[O:31]. (7) The reactants are [Br:1][C:2]1[S:3][CH:4]=[CH:5][C:6]=1[CH2:7][CH2:8][CH2:9][CH2:10][CH2:11][CH3:12].C(NC(C)C)(C)C.[Li].[Sn:21](Cl)([CH3:24])([CH3:23])[CH3:22]. The catalyst is C1COCC1.CCCCCC.C1COCC1. The product is [Br:1][C:2]1[S:3][C:4]([Sn:21]([CH3:24])([CH3:23])[CH3:22])=[CH:5][C:6]=1[CH2:7][CH2:8][CH2:9][CH2:10][CH2:11][CH3:12]. The yield is 0.780.